From a dataset of Forward reaction prediction with 1.9M reactions from USPTO patents (1976-2016). Predict the product of the given reaction. (1) Given the reactants C([O:3][C:4]([C:6]1[C:10]([CH2:11][NH:12][CH:13]([CH3:15])[CH3:14])=[C:9]([C:16]2[CH:21]=[CH:20][C:19]([Cl:22])=[CH:18][CH:17]=2)[N:8]([C:23]2[CH:28]=[CH:27][CH:26]=[CH:25][C:24]=2[Cl:29])[N:7]=1)=[O:5])C.Cl, predict the reaction product. The product is: [Cl:29][C:24]1[CH:25]=[CH:26][CH:27]=[CH:28][C:23]=1[N:8]1[C:9]([C:16]2[CH:17]=[CH:18][C:19]([Cl:22])=[CH:20][CH:21]=2)=[C:10]([CH2:11][NH:12][CH:13]([CH3:15])[CH3:14])[C:6]([C:4]([OH:5])=[O:3])=[N:7]1. (2) Given the reactants [C:1]([C:3]1[N:8]=[CH:7][C:6]([N:9]2[C:13](=[O:14])[C:12]([CH3:16])([CH3:15])[N:11]([C:17]3[CH:22]=[CH:21][C:20]([C:23]4[CH:42]=[CH:41][C:26]([O:27][CH2:28][CH2:29][CH2:30][CH2:31][O:32][CH2:33][C:34]([O:36]C(C)(C)C)=[O:35])=[CH:25][CH:24]=4)=[CH:19][CH:18]=3)[C:10]2=[S:43])=[CH:5][C:4]=1[C:44]([F:47])([F:46])[F:45])#[N:2].FC(F)(F)C(O)=O, predict the reaction product. The product is: [C:1]([C:3]1[N:8]=[CH:7][C:6]([N:9]2[C:13](=[O:14])[C:12]([CH3:16])([CH3:15])[N:11]([C:17]3[CH:18]=[CH:19][C:20]([C:23]4[CH:42]=[CH:41][C:26]([O:27][CH2:28][CH2:29][CH2:30][CH2:31][O:32][CH2:33][C:34]([OH:36])=[O:35])=[CH:25][CH:24]=4)=[CH:21][CH:22]=3)[C:10]2=[S:43])=[CH:5][C:4]=1[C:44]([F:46])([F:45])[F:47])#[N:2]. (3) Given the reactants [CH3:1][O:2][C:3]1[CH:39]=[C:38]([O:40][CH3:41])[CH:37]=[CH:36][C:4]=1[CH2:5][N:6]([C:30]1[CH:35]=[CH:34][N:33]=[CH:32][N:31]=1)[S:7]([C:10]1[CH:15]=[C:14]([F:16])[C:13]([O:17][C@H:18]2[CH2:22][CH2:21][CH2:20][C@@H:19]2[C:23]2[N:27]([CH3:28])[N:26]=[CH:25][CH:24]=2)=[CH:12][C:11]=1[F:29])(=[O:9])=[O:8], predict the reaction product. The product is: [CH3:1][O:2][C:3]1[CH:39]=[C:38]([O:40][CH3:41])[CH:37]=[CH:36][C:4]=1[CH2:5][N:6]([C:30]1[CH:35]=[CH:34][N:33]=[CH:32][N:31]=1)[S:7]([C:10]1[CH:15]=[C:14]([F:16])[C:13]([O:17][C@@H:18]2[CH2:22][CH2:21][CH2:20][C@H:19]2[C:23]2[N:27]([CH3:28])[N:26]=[CH:25][CH:24]=2)=[CH:12][C:11]=1[F:29])(=[O:8])=[O:9]. (4) Given the reactants [H-].[Al+3].[Li+].[H-].[H-].[H-].[F:7][C:8]1[C:9]([O:18][CH3:19])=[N:10][CH:11]=[C:12]([CH:17]=1)[C:13](OC)=[O:14].C(=O)([O-])O.[Na+], predict the reaction product. The product is: [F:7][C:8]1[CH:17]=[C:12]([CH2:13][OH:14])[CH:11]=[N:10][C:9]=1[O:18][CH3:19].